From a dataset of Catalyst prediction with 721,799 reactions and 888 catalyst types from USPTO. Predict which catalyst facilitates the given reaction. Reactant: C([C:3]1[CH:13]=[C:12]([Br:14])[CH:11]=[CH:10][C:4]=1[O:5][CH2:6][C:7](O)=O)=O.C([O-])(=O)C.[Na+].C(OC(=O)C)(=O)C. Product: [Br:14][C:12]1[CH:13]=[CH:3][C:4]2[O:5][CH:6]=[CH:7][C:10]=2[CH:11]=1. The catalyst class is: 15.